From a dataset of Peptide-MHC class II binding affinity with 134,281 pairs from IEDB. Regression. Given a peptide amino acid sequence and an MHC pseudo amino acid sequence, predict their binding affinity value. This is MHC class II binding data. (1) The peptide sequence is VLKWHLHKAVEVPIS. The MHC is DRB1_1501 with pseudo-sequence DRB1_1501. The binding affinity (normalized) is 0.599. (2) The peptide sequence is DRSIALTFLAVGGVL. The MHC is DRB1_1101 with pseudo-sequence DRB1_1101. The binding affinity (normalized) is 0.234. (3) The peptide sequence is YVAWMSATAALAREA. The MHC is HLA-DPA10201-DPB11401 with pseudo-sequence HLA-DPA10201-DPB11401. The binding affinity (normalized) is 0.381.